This data is from Forward reaction prediction with 1.9M reactions from USPTO patents (1976-2016). The task is: Predict the product of the given reaction. (1) The product is: [CH2:2]1[C:40]2[C:39](=[CH:45][CH:44]=[C:42]([NH:43][C:2]3[N:7]=[C:6]([C:8]4[C:9]([C:17]5[CH:18]=[C:19]([NH:23][C:24](=[O:33])[C:25]6[CH:30]=[CH:29][CH:28]=[CH:27][CH:26]=6)[CH:20]=[CH:21][CH:22]=5)=[N:10][N:11]5[CH:16]=[CH:15][CH:14]=[CH:13][C:12]=45)[CH:5]=[CH:4][N:3]=3)[CH:41]=2)[CH2:5][CH2:4][NH:3]1. Given the reactants Cl[C:2]1[N:7]=[C:6]([C:8]2[C:9]([C:17]3[CH:18]=[C:19]([NH:23][C:24](=[O:33])[C:25]4[C:30](F)=[CH:29][CH:28]=[CH:27][C:26]=4F)[CH:20]=[CH:21][CH:22]=3)=[N:10][N:11]3[CH:16]=[CH:15][CH:14]=[CH:13][C:12]=23)[CH:5]=[CH:4][N:3]=1.CN(C)CCO[C:39]1[CH:45]=[CH:44][C:42]([NH2:43])=[CH:41][CH:40]=1, predict the reaction product. (2) Given the reactants Cl[C:2]1[CH:7]=[CH:6][N:5]=[C:4]([C:8]2[NH:9][C:10]([C:15]3[CH:20]=[C:19](Cl)[CH:18]=[CH:17][N:16]=3)=[CH:11][C:12](=[O:14])[CH:13]=2)[CH:3]=1.[CH3:22][N:23]1[CH2:28][CH2:27][NH:26][CH2:25][CH2:24]1, predict the reaction product. The product is: [CH3:22][N:23]1[CH2:28][CH2:27][N:26]([C:2]2[CH:7]=[CH:6][N:5]=[C:4]([C:8]3[NH:9][C:10]([C:15]4[CH:20]=[C:19]([N:26]5[CH2:27][CH2:28][N:23]([CH3:22])[CH2:24][CH2:25]5)[CH:18]=[CH:17][N:16]=4)=[CH:11][C:12](=[O:14])[CH:13]=3)[CH:3]=2)[CH2:25][CH2:24]1.